This data is from Peptide-MHC class I binding affinity with 185,985 pairs from IEDB/IMGT. The task is: Regression. Given a peptide amino acid sequence and an MHC pseudo amino acid sequence, predict their binding affinity value. This is MHC class I binding data. (1) The peptide sequence is IMAVGLVSL. The MHC is HLA-A69:01 with pseudo-sequence HLA-A69:01. The binding affinity (normalized) is 0.0847. (2) The peptide sequence is RPQLGVGDV. The MHC is HLA-B15:01 with pseudo-sequence HLA-B15:01. The binding affinity (normalized) is 0.0847. (3) The peptide sequence is LPSLATVAY. The MHC is HLA-A29:02 with pseudo-sequence HLA-A29:02. The binding affinity (normalized) is 0.338. (4) The binding affinity (normalized) is 0.162. The peptide sequence is KAAVDLSHFL. The MHC is HLA-B15:03 with pseudo-sequence HLA-B15:03. (5) The peptide sequence is ALWDSNFFT. The MHC is HLA-A02:02 with pseudo-sequence HLA-A02:02. The binding affinity (normalized) is 0.356. (6) The peptide sequence is AEAQMSIQLI. The MHC is HLA-B44:02 with pseudo-sequence HLA-B44:02. The binding affinity (normalized) is 0.672. (7) The peptide sequence is EFFGWAEGY. The MHC is HLA-B44:02 with pseudo-sequence HLA-B44:02. The binding affinity (normalized) is 0.0847.